This data is from NCI-60 drug combinations with 297,098 pairs across 59 cell lines. The task is: Regression. Given two drug SMILES strings and cell line genomic features, predict the synergy score measuring deviation from expected non-interaction effect. (1) Drug 1: CN(CCCl)CCCl.Cl. Drug 2: CCN(CC)CCCC(C)NC1=C2C=C(C=CC2=NC3=C1C=CC(=C3)Cl)OC. Cell line: EKVX. Synergy scores: CSS=19.8, Synergy_ZIP=-4.13, Synergy_Bliss=-0.338, Synergy_Loewe=-5.26, Synergy_HSA=-1.75. (2) Drug 1: CCC1=C2CN3C(=CC4=C(C3=O)COC(=O)C4(CC)O)C2=NC5=C1C=C(C=C5)O. Drug 2: C1C(C(OC1N2C=NC(=NC2=O)N)CO)O. Cell line: HL-60(TB). Synergy scores: CSS=40.9, Synergy_ZIP=12.0, Synergy_Bliss=14.8, Synergy_Loewe=10.0, Synergy_HSA=11.4. (3) Drug 1: C1=CC(=CC=C1CCCC(=O)O)N(CCCl)CCCl. Drug 2: CN(C(=O)NC(C=O)C(C(C(CO)O)O)O)N=O. Cell line: SK-MEL-2. Synergy scores: CSS=4.78, Synergy_ZIP=-4.47, Synergy_Bliss=-4.81, Synergy_Loewe=-6.86, Synergy_HSA=-3.72.